Dataset: Catalyst prediction with 721,799 reactions and 888 catalyst types from USPTO. Task: Predict which catalyst facilitates the given reaction. (1) Reactant: [CH:1]12[CH2:6][CH:5]1[CH2:4][N:3]([C:7]1[N:12]=[C:11]([NH:13][CH2:14][C:15]3[CH:20]=[CH:19][C:18]([O:21][CH3:22])=[C:17]([Cl:23])[CH:16]=3)[C:10]([C:24](O)=[O:25])=[CH:9][N:8]=1)[CH2:2]2.[NH2:27][CH2:28][CH:29]1[CH2:34][CH2:33][N:32](C(OC(C)(C)C)=O)[CH2:31][CH2:30]1.CN(C(ON1N=NC2C=CC=NC1=2)=[N+](C)C)C.F[P-](F)(F)(F)(F)F.CCN(C(C)C)C(C)C.FC(F)(F)C(O)=O.C(=O)(O)[O-].[Na+]. Product: [CH:5]12[CH2:6][CH:1]1[CH2:2][N:3]([C:7]1[N:12]=[C:11]([NH:13][CH2:14][C:15]3[CH:20]=[CH:19][C:18]([O:21][CH3:22])=[C:17]([Cl:23])[CH:16]=3)[C:10]([C:24]([NH:27][CH2:28][CH:29]3[CH2:34][CH2:33][NH:32][CH2:31][CH2:30]3)=[O:25])=[CH:9][N:8]=1)[CH2:4]2. The catalyst class is: 76. (2) Reactant: Cl.[NH2:2][C@@H:3]1[CH2:12][CH2:11][CH2:10][C:9]2[C:8]([C:13]3[S:17][C:16]([C:18]4[CH:19]=[CH:20][C:21]([O:26][CH:27]([CH3:29])[CH3:28])=[C:22]([CH:25]=4)[C:23]#[N:24])=[N:15][N:14]=3)=[CH:7][CH:6]=[CH:5][C:4]1=2.[C:30](Cl)(=[O:32])[CH3:31].CCN(CC)CC. Product: [C:23]([C:22]1[CH:25]=[C:18]([C:16]2[S:17][C:13]([C:8]3[CH:7]=[CH:6][CH:5]=[C:4]4[C:9]=3[CH2:10][CH2:11][CH2:12][C@H:3]4[NH:2][C:30](=[O:32])[CH3:31])=[N:14][N:15]=2)[CH:19]=[CH:20][C:21]=1[O:26][CH:27]([CH3:29])[CH3:28])#[N:24]. The catalyst class is: 2. (3) Reactant: [F:1][C:2]([F:14])([F:13])[C:3]1[CH:8]=[CH:7][C:6]([S:9](Cl)(=[O:11])=[O:10])=[CH:5][CH:4]=1.[CH:15](=[O:23])[C:16]1[C:17](=[CH:19][CH:20]=[CH:21][CH:22]=1)[OH:18].O.C(OCC)(=O)C. Product: [F:1][C:2]([F:14])([F:13])[C:3]1[CH:8]=[CH:7][C:6]([S:9]([O:18][C:17]2[CH:19]=[CH:20][CH:21]=[CH:22][C:16]=2[CH:15]=[O:23])(=[O:11])=[O:10])=[CH:5][CH:4]=1. The catalyst class is: 17. (4) Reactant: N[C:2]1[CH:3]=[CH:4][CH:5]=[CH:6][C:7]=1[CH3:8].[CH3:9][N:10]([CH3:14])[SH:11](=[O:13])=[O:12].N(OC(C)(C)C)=O.O1CCCC1.[F-:27].[NH+]1C=CC=CC=1. Product: [F:27][C:2]1[CH:3]=[CH:4][CH:5]=[CH:6][C:7]=1[CH3:8].[CH3:9][N:10]([CH3:14])[SH:11](=[O:13])=[O:12]. The catalyst class is: 4. (5) Reactant: [C:1]1([CH:7]([C:31]2[CH:36]=[CH:35][CH:34]=[CH:33][CH:32]=2)[CH2:8][CH2:9][N:10]([CH2:23][CH2:24][N:25]2[CH2:30][CH2:29][O:28][CH2:27][CH2:26]2)[C:11](=[O:22])[NH:12][C:13]2[CH:14]=[C:15]([CH:19]=[CH:20][CH:21]=2)[C:16](O)=[O:17])[CH:6]=[CH:5][CH:4]=[CH:3][CH:2]=1.C1C=CC2N(O)N=NC=2C=1.C(Cl)CCl.[CH2:51]([CH2:53][NH2:54])[OH:52]. Product: [C:1]1([CH:7]([C:31]2[CH:32]=[CH:33][CH:34]=[CH:35][CH:36]=2)[CH2:8][CH2:9][N:10]([CH2:23][CH2:24][N:25]2[CH2:30][CH2:29][O:28][CH2:27][CH2:26]2)[C:11](=[O:22])[NH:12][C:13]2[CH:14]=[C:15]([CH:19]=[CH:20][CH:21]=2)[C:16]([NH:54][CH2:53][CH2:51][OH:52])=[O:17])[CH:6]=[CH:5][CH:4]=[CH:3][CH:2]=1. The catalyst class is: 46. (6) Reactant: [OH:1][C:2]1[CH:9]=[CH:8][C:5]([CH:6]=[O:7])=[CH:4][C:3]=1[CH:10]=O.C([O-])([O-])=O.[K+].[K+].Br[CH2:19][C:20]([O:22][CH2:23][CH3:24])=[O:21]. Product: [CH:6]([C:5]1[CH:8]=[CH:9][C:2]2[O:1][C:19]([C:20]([O:22][CH2:23][CH3:24])=[O:21])=[CH:10][C:3]=2[CH:4]=1)=[O:7]. The catalyst class is: 23. (7) Reactant: [NH2:1][C:2]1[CH:7]=[CH:6][C:5]([O:8][C:9]([F:12])([F:11])[F:10])=[CH:4][C:3]=1[NH2:13].C(N(CC)CC)C.C1C=[CH:23][C:24](=[O:37])[C:25]2C=1C(C(Cl)=O)=C1C=2C=CC=C1. Product: [CH:2]([O:37][CH:24]([CH3:23])[CH3:25])([CH3:7])[CH3:3].[NH2:13][C:3]1[CH:4]=[C:5]([O:8][C:9]([F:10])([F:11])[F:12])[CH:6]=[CH:7][C:2]=1[NH-:1]. The catalyst class is: 4.